The task is: Predict which catalyst facilitates the given reaction.. This data is from Catalyst prediction with 721,799 reactions and 888 catalyst types from USPTO. (1) Reactant: [C:1]([NH:5][C:6]1[C:11]([C:12](O)=[O:13])=[CH:10][N:9]=[C:8]([S:15][CH3:16])[N:7]=1)([CH3:4])([CH3:3])[CH3:2].C[N:18](C(ON1N=NC2C=CC=NC1=2)=[N+](C)C)C.F[P-](F)(F)(F)(F)F.Cl.N.CCN(C(C)C)C(C)C. The catalyst class is: 3. Product: [C:1]([NH:5][C:6]1[C:11]([C:12]([NH2:18])=[O:13])=[CH:10][N:9]=[C:8]([S:15][CH3:16])[N:7]=1)([CH3:4])([CH3:3])[CH3:2]. (2) Reactant: [Cl:1][C:2]1[C:10]2[O:9][CH2:8][CH2:7][C:6]=2[CH:5]=[C:4]([N+:11]([O-])=O)[CH:3]=1.Cl.C(=O)([O-])O.[Na+]. Product: [Cl:1][C:2]1[C:10]2[O:9][CH2:8][CH2:7][C:6]=2[CH:5]=[C:4]([NH2:11])[CH:3]=1. The catalyst class is: 8.